This data is from Full USPTO retrosynthesis dataset with 1.9M reactions from patents (1976-2016). The task is: Predict the reactants needed to synthesize the given product. (1) Given the product [N+:1]([C:4]1[CH:5]=[N:6][N:7]([CH2:15][C:12]2[CH:13]=[CH:14][N:9]=[CH:10][CH:11]=2)[CH:8]=1)([O-:3])=[O:2], predict the reactants needed to synthesize it. The reactants are: [N+:1]([C:4]1[CH:5]=[N:6][NH:7][CH:8]=1)([O-:3])=[O:2].[N:9]1[CH:14]=[CH:13][C:12]([CH2:15]O)=[CH:11][CH:10]=1.C1(P(C2C=CC=CC=2)C2C=CC=CC=2)C=CC=CC=1.N(C(OC(C)(C)C)=O)=NC(OC(C)(C)C)=O. (2) Given the product [Cl:1][C:2]1[CH:7]=[CH:6][C:5]([C:8]2[C:9]([C:28]3[CH:29]=[CH:30][N:31]=[CH:32][CH:33]=3)=[N:10][N:11]3[C:16]([CH:17]4[CH2:22][CH2:21][N:20]([CH2:37][CH3:38])[CH2:19][CH2:18]4)=[C:15]([C:23]([O:25][CH2:26][CH3:27])=[O:24])[N:14]=[N:13][C:12]=23)=[CH:4][C:3]=1[O:34][CH3:35], predict the reactants needed to synthesize it. The reactants are: [Cl:1][C:2]1[CH:7]=[CH:6][C:5]([C:8]2[C:9]([C:28]3[CH:33]=[CH:32][N:31]=[CH:30][CH:29]=3)=[N:10][N:11]3[C:16]([CH:17]4[CH2:22][CH2:21][NH:20][CH2:19][CH2:18]4)=[C:15]([C:23]([O:25][CH2:26][CH3:27])=[O:24])[N:14]=[N:13][C:12]=23)=[CH:4][C:3]=1[O:34][CH3:35].I[CH2:37][CH3:38].C(=O)([O-])[O-].[K+].[K+].O. (3) The reactants are: [F:1][C:2]([F:36])([F:35])[C:3]1[CH:4]=[C:5]([CH:28]=[C:29]([C:31]([F:34])([F:33])[F:32])[CH:30]=1)[C:6]([N:8]1[CH2:13][CH2:12][N:11]([CH2:14][C:15](=O)[CH3:16])[CH2:10][C@H:9]1[CH2:18][C:19]1[C:27]2[C:22](=[CH:23][CH:24]=[CH:25][CH:26]=2)[NH:21][CH:20]=1)=[O:7].Cl.Cl.[CH3:39][N:40]([CH3:45])[CH2:41][CH2:42][O:43][NH2:44].C([O-])(=O)C.[Na+]. Given the product [CH3:39][N:40]([CH3:45])[CH2:41][CH2:42][O:43][N:44]=[C:15]([CH3:16])[CH2:14][N:11]1[CH2:12][CH2:13][N:8]([C:6](=[O:7])[C:5]2[CH:4]=[C:3]([C:2]([F:36])([F:35])[F:1])[CH:30]=[C:29]([C:31]([F:33])([F:34])[F:32])[CH:28]=2)[C@H:9]([CH2:18][C:19]2[C:27]3[C:22](=[CH:23][CH:24]=[CH:25][CH:26]=3)[NH:21][CH:20]=2)[CH2:10]1, predict the reactants needed to synthesize it. (4) Given the product [F:1][C:2]1[CH:7]=[CH:6][CH:5]=[C:4]([O:8][CH3:9])[C:3]=1[C:10]1[N:18]2[C:13]([CH:14]=[N:15][C:16]([NH:22][C:23]3[CH:28]=[CH:27][C:26]([CH:29]4[CH2:30][CH2:31][N:32]([CH2:35][C:36]([NH2:38])=[O:37])[CH2:33][CH2:34]4)=[CH:25][CH:24]=3)=[N:17]2)=[CH:12][CH:11]=1, predict the reactants needed to synthesize it. The reactants are: [F:1][C:2]1[CH:7]=[CH:6][CH:5]=[C:4]([O:8][CH3:9])[C:3]=1[C:10]1[N:18]2[C:13]([CH:14]=[N:15][C:16](S(C)=O)=[N:17]2)=[CH:12][CH:11]=1.[NH2:22][C:23]1[CH:28]=[CH:27][C:26]([CH:29]2[CH2:34][CH2:33][N:32]([CH2:35][C:36]([NH2:38])=[O:37])[CH2:31][CH2:30]2)=[CH:25][CH:24]=1. (5) Given the product [CH2:1]([N:3]1[CH2:16][CH2:15][C:6]2[N:7]([CH2:25][CH2:24][C:21]3[CH:20]=[N:19][C:18]([CH3:17])=[CH:23][CH:22]=3)[C:8]3[CH:9]=[CH:10][C:11]([CH3:14])=[CH:12][C:13]=3[C:5]=2[CH2:4]1)[CH3:2], predict the reactants needed to synthesize it. The reactants are: [CH2:1]([N:3]1[CH2:16][CH2:15][C:6]2[NH:7][C:8]3[CH:9]=[CH:10][C:11]([CH3:14])=[CH:12][C:13]=3[C:5]=2[CH2:4]1)[CH3:2].[CH3:17][C:18]1[CH:23]=[CH:22][C:21]([CH:24]=[CH2:25])=[CH:20][N:19]=1.[H-].[Na+].